This data is from Catalyst prediction with 721,799 reactions and 888 catalyst types from USPTO. The task is: Predict which catalyst facilitates the given reaction. (1) Reactant: [CH2:1]([NH:8][CH2:9][CH:10]([C:22]1[CH:27]=[CH:26][C:25]([Cl:28])=[C:24]([Cl:29])[CH:23]=1)[CH:11]([OH:21])[CH2:12][O:13][Si:14]([C:17]([CH3:20])([CH3:19])[CH3:18])([CH3:16])[CH3:15])[C:2]1[CH:7]=[CH:6][CH:5]=[CH:4][CH:3]=1.C(N(CC)CC)C.[Cl:37][CH2:38][C:39](Cl)=[O:40].O. Product: [CH2:1]([N:8]([CH2:9][CH:10]([C:22]1[CH:27]=[CH:26][C:25]([Cl:28])=[C:24]([Cl:29])[CH:23]=1)[CH:11]([OH:21])[CH2:12][O:13][Si:14]([C:17]([CH3:19])([CH3:20])[CH3:18])([CH3:16])[CH3:15])[C:39](=[O:40])[CH2:38][Cl:37])[C:2]1[CH:3]=[CH:4][CH:5]=[CH:6][CH:7]=1. The catalyst class is: 1. (2) Reactant: [NH:1]1[C:5]2[CH:6]=[CH:7][CH:8]=[CH:9][C:4]=2[N:3]=[C:2]1[C:10]1[C:11]([NH2:15])=[N:12][O:13][N:14]=1.[H-].[Na+].Cl.Cl[CH2:20][CH2:21][NH2:22].C(=O)([O-])O.[Na+]. Product: [NH2:22][CH2:21][CH2:20][N:3]1[C:4]2[CH:9]=[CH:8][CH:7]=[CH:6][C:5]=2[N:1]=[C:2]1[C:10]1[C:11]([NH2:15])=[N:12][O:13][N:14]=1. The catalyst class is: 9.